Dataset: Forward reaction prediction with 1.9M reactions from USPTO patents (1976-2016). Task: Predict the product of the given reaction. (1) Given the reactants [C:1]1([C:7]2[N:8]=[CH:9][NH:10][CH:11]=2)[CH:6]=[CH:5][CH:4]=[CH:3][CH:2]=1.Br[C:13]1[S:14][CH:15]=[CH:16][CH:17]=1.C([O-])([O-])=O.[K+].[K+], predict the reaction product. The product is: [C:1]1([C:7]2[N:8]=[CH:9][N:10]([C:13]3[S:14][CH:15]=[CH:16][CH:17]=3)[CH:11]=2)[CH:2]=[CH:3][CH:4]=[CH:5][CH:6]=1. (2) Given the reactants [C:1]1([C:11]2[CH:16]=[CH:15][CH:14]=[CH:13][CH:12]=2)[CH:6]=[CH:5][C:4]([S:7](Cl)(=[O:9])=[O:8])=[CH:3][CH:2]=1.[C:17]1([NH:23][CH:24]2[CH2:29][CH2:28][N:27]([C:30]([O:32][CH2:33][C@@H:34]([N:36]([CH2:44][C:45]3[CH:50]=[CH:49][CH:48]=[CH:47][CH:46]=3)[CH2:37][C:38]3[CH:43]=[CH:42][CH:41]=[CH:40][CH:39]=3)[CH3:35])=[O:31])[CH2:26][CH2:25]2)[CH:22]=[CH:21][CH:20]=[CH:19][CH:18]=1, predict the reaction product. The product is: [C:17]1([N:23]([CH:24]2[CH2:29][CH2:28][N:27]([C:30]([O:32][CH2:33][C@@H:34]([N:36]([CH2:37][C:38]3[CH:39]=[CH:40][CH:41]=[CH:42][CH:43]=3)[CH2:44][C:45]3[CH:46]=[CH:47][CH:48]=[CH:49][CH:50]=3)[CH3:35])=[O:31])[CH2:26][CH2:25]2)[S:7]([C:4]2[CH:5]=[CH:6][C:1]([C:11]3[CH:16]=[CH:15][CH:14]=[CH:13][CH:12]=3)=[CH:2][CH:3]=2)(=[O:9])=[O:8])[CH:18]=[CH:19][CH:20]=[CH:21][CH:22]=1. (3) Given the reactants [CH:1]([C:4]1[O:8][N:7]=[C:6]([C:9]([O:11][CH2:12][CH3:13])=[O:10])[C:5]=1[N+:14]([O-])=O)([CH3:3])[CH3:2], predict the reaction product. The product is: [NH2:14][C:5]1[C:6]([C:9]([O:11][CH2:12][CH3:13])=[O:10])=[N:7][O:8][C:4]=1[CH:1]([CH3:3])[CH3:2]. (4) Given the reactants [NH2:1][OH:2].[C:3]([C:5]1[CH:21]=[CH:20][C:8]([CH2:9][N:10]([CH3:19])[CH2:11][C:12]([O:14][C:15]([CH3:18])([CH3:17])[CH3:16])=[O:13])=[C:7]([F:22])[CH:6]=1)#[N:4], predict the reaction product. The product is: [NH2:4][C:3](=[N:1][OH:2])[C:5]1[CH:21]=[CH:20][C:8]([CH2:9][N:10]([CH3:19])[CH2:11][C:12]([O:14][C:15]([CH3:17])([CH3:16])[CH3:18])=[O:13])=[C:7]([F:22])[CH:6]=1. (5) Given the reactants [Br:1][C:2]1[N+:7]([O-])=[C:6]([CH3:9])[C:5]([F:10])=[CH:4][CH:3]=1.C([O-])([O-])=[O:12].[K+].[K+].O, predict the reaction product. The product is: [Br:1][C:2]1[N:7]=[C:6]([CH2:9][OH:12])[C:5]([F:10])=[CH:4][CH:3]=1.